The task is: Predict the reactants needed to synthesize the given product.. This data is from Full USPTO retrosynthesis dataset with 1.9M reactions from patents (1976-2016). (1) Given the product [Cl:23][C:20]1[CH:19]=[CH:18][C:17]2[NH:16][C:15]3[CH2:24][CH:12]([C:11]([S:8]([C:4]4[CH:5]=[CH:6][CH:7]=[C:2]([C:32]#[CH:33])[CH:3]=4)(=[O:10])=[O:9])([F:31])[C:25]4[O:26][C:27]([CH3:30])=[N:28][N:29]=4)[CH2:13][C:14]=3[C:22]=2[CH:21]=1, predict the reactants needed to synthesize it. The reactants are: Br[C:2]1[CH:3]=[C:4]([S:8]([C:11]([F:31])([C:25]2[O:26][C:27]([CH3:30])=[N:28][N:29]=2)[CH:12]2[CH2:24][C:15]3[NH:16][C:17]4[CH:18]=[CH:19][C:20]([Cl:23])=[CH:21][C:22]=4[C:14]=3[CH2:13]2)(=[O:10])=[O:9])[CH:5]=[CH:6][CH:7]=1.[CH3:32][CH2:33]N(C(C)C)C(C)C.C([Si](C)(C)C)#C.[OH-].[Na+]. (2) Given the product [C:1]([Cl:26])(=[O:11])[C:2]1[NH:9][C:7](=[O:8])[NH:6][C:4](=[O:5])[CH:3]=1, predict the reactants needed to synthesize it. The reactants are: [C:1]([O:11]C)(=O)[C:2]1[NH:9][C:7](=[O:8])[NH:6][C:4](=[O:5])[CH:3]=1.C(O)(=O)C1NC(=O)NC(=O)C=1.S(Cl)([Cl:26])=O. (3) Given the product [Cl:27][C:5]1[C:4]2[C:9](=[CH:10][C:11]([F:12])=[C:2]([F:1])[CH:3]=2)[N:8]=[CH:7][C:6]=1[C:13]([O:15][CH2:16][CH3:17])=[O:14], predict the reactants needed to synthesize it. The reactants are: [F:1][C:2]1[CH:3]=[C:4]2[C:9](=[CH:10][C:11]=1[F:12])[N:8]=[CH:7][CH:6]([C:13]([O:15][CH2:16][CH3:17])=[O:14])[C:5]2=O.C(=O)([O-])[O-].[K+].[K+].P(Cl)(Cl)([Cl:27])=O. (4) Given the product [OH:1][C:2]([CH3:23])([CH3:22])[CH2:3][C@@:4]1([C:16]2[CH:21]=[CH:20][CH:19]=[CH:18][CH:17]=2)[O:9][C:8](=[O:10])[N:7]([C@H:11]2[CH2:15][CH2:14][N:13]([C:25]3[N:30]=[CH:29][C:28]([O:31][CH3:32])=[CH:27][N:26]=3)[CH2:12]2)[CH2:6][CH2:5]1, predict the reactants needed to synthesize it. The reactants are: [OH:1][C:2]([CH3:23])([CH3:22])[CH2:3][C@@:4]1([C:16]2[CH:21]=[CH:20][CH:19]=[CH:18][CH:17]=2)[O:9][C:8](=[O:10])[N:7]([C@H:11]2[CH2:15][CH2:14][NH:13][CH2:12]2)[CH2:6][CH2:5]1.Cl[C:25]1[N:30]=[CH:29][C:28]([O:31][CH3:32])=[CH:27][N:26]=1.